From a dataset of Forward reaction prediction with 1.9M reactions from USPTO patents (1976-2016). Predict the product of the given reaction. (1) Given the reactants [NH:1]1[C:9]2[C:8]([C:10]([O:12]C)=[O:11])=[CH:7][CH:6]=[C:5]([C:14]([O:16][C:17]([CH3:20])([CH3:19])[CH3:18])=[O:15])[C:4]=2[CH:3]=[CH:2]1.O1CCCC1.O.[OH-].[Li+], predict the reaction product. The product is: [C:17]([O:16][C:14]([C:5]1[CH:6]=[CH:7][C:8]([C:10]([OH:12])=[O:11])=[C:9]2[C:4]=1[CH:3]=[CH:2][NH:1]2)=[O:15])([CH3:20])([CH3:18])[CH3:19]. (2) Given the reactants [F:1][C:2]1([F:19])[CH2:7][CH2:6][C@@H:5]([C:8]([O:10][C:11]([CH3:14])([CH3:13])[CH3:12])=[O:9])[C@H:4]([C:15]([O:17]C)=[O:16])[CH2:3]1.CO.O.[OH-].[Li+], predict the reaction product. The product is: [C:11]([O:10][C:8]([C@@H:5]1[CH2:6][CH2:7][C:2]([F:19])([F:1])[CH2:3][C@H:4]1[C:15]([OH:17])=[O:16])=[O:9])([CH3:14])([CH3:12])[CH3:13]. (3) Given the reactants [CH2:1]([O:8][NH:9][C@H:10]1[CH2:15][N:14]([C:16]([O:18][C:19]([CH3:22])([CH3:21])[CH3:20])=[O:17])[C@H:13]([C:23]([OH:25])=[O:24])[CH2:12][CH2:11]1)[C:2]1[CH:7]=[CH:6][CH:5]=[CH:4][CH:3]=1.ClC(OCC(C)C)=O.C(N(CC)CC)C.O[N:42]1[C:50](=[O:51])[C@H:49]2[C@H:44]([CH2:45][CH:46]=[CH:47][CH2:48]2)[C:43]1=[O:52], predict the reaction product. The product is: [CH2:1]([O:8][NH:9][C@H:10]1[CH2:15][N:14]([C:16]([O:18][C:19]([CH3:21])([CH3:22])[CH3:20])=[O:17])[C@H:13]([C:23]([O:25][N:42]2[C:50](=[O:51])[C@H:49]3[C@H:44]([CH2:45][CH:46]=[CH:47][CH2:48]3)[C:43]2=[O:52])=[O:24])[CH2:12][CH2:11]1)[C:2]1[CH:3]=[CH:4][CH:5]=[CH:6][CH:7]=1. (4) Given the reactants [Cl:1][C:2]1[CH:10]=[C:9]2[C:5]([CH:6]=[C:7]([C:12]3[CH:13]=[N:14][CH:15]=[C:16]([CH:18]=O)[CH:17]=3)[N:8]2[CH3:11])=[CH:4][CH:3]=1.[CH2:20]([S:22]([NH2:25])(=[O:24])=[O:23])[CH3:21].C1(C)C=CC=CC=1.[BH4-].[Na+], predict the reaction product. The product is: [Cl:1][C:2]1[CH:10]=[C:9]2[C:5]([CH:6]=[C:7]([C:12]3[CH:17]=[C:16]([CH2:18][NH:25][S:22]([CH2:20][CH3:21])(=[O:24])=[O:23])[CH:15]=[N:14][CH:13]=3)[N:8]2[CH3:11])=[CH:4][CH:3]=1. (5) Given the reactants [Br:1][C:2]1[CH:3]=[N:4][C:5](Cl)=[N:6][CH:7]=1.[C:9]([O:13][C:14]([N:16]1[CH2:21][C@H:20]2[C@H:18]([CH2:19]2)[C@H:17]1[CH2:22][NH2:23])=[O:15])([CH3:12])([CH3:11])[CH3:10].C([O-])([O-])=O.[K+].[K+].CCN(C(C)C)C(C)C, predict the reaction product. The product is: [C:9]([O:13][C:14]([N:16]1[CH2:21][C@H:20]2[C@H:18]([CH2:19]2)[C@H:17]1[CH2:22][NH:23][C:5]1[N:4]=[CH:3][C:2]([Br:1])=[CH:7][N:6]=1)=[O:15])([CH3:12])([CH3:11])[CH3:10].